This data is from NCI-60 drug combinations with 297,098 pairs across 59 cell lines. The task is: Regression. Given two drug SMILES strings and cell line genomic features, predict the synergy score measuring deviation from expected non-interaction effect. (1) Drug 1: C1CCC(CC1)NC(=O)N(CCCl)N=O. Drug 2: CC1=C2C(C(=O)C3(C(CC4C(C3C(C(C2(C)C)(CC1OC(=O)C(C(C5=CC=CC=C5)NC(=O)C6=CC=CC=C6)O)O)OC(=O)C7=CC=CC=C7)(CO4)OC(=O)C)O)C)OC(=O)C. Cell line: RXF 393. Synergy scores: CSS=24.8, Synergy_ZIP=-4.95, Synergy_Bliss=0.701, Synergy_Loewe=-0.418, Synergy_HSA=2.32. (2) Drug 1: COC1=CC(=CC(=C1O)OC)C2C3C(COC3=O)C(C4=CC5=C(C=C24)OCO5)OC6C(C(C7C(O6)COC(O7)C8=CC=CS8)O)O. Drug 2: CC(C)NC(=O)C1=CC=C(C=C1)CNNC.Cl. Cell line: SNB-19. Synergy scores: CSS=50.6, Synergy_ZIP=8.61, Synergy_Bliss=9.25, Synergy_Loewe=-38.8, Synergy_HSA=8.70. (3) Drug 1: CS(=O)(=O)OCCCCOS(=O)(=O)C. Drug 2: C1CNP(=O)(OC1)N(CCCl)CCCl. Cell line: UO-31. Synergy scores: CSS=-2.83, Synergy_ZIP=0.875, Synergy_Bliss=-1.00, Synergy_Loewe=-1.15, Synergy_HSA=-3.26. (4) Drug 1: C1CCC(CC1)NC(=O)N(CCCl)N=O. Drug 2: CCCCC(=O)OCC(=O)C1(CC(C2=C(C1)C(=C3C(=C2O)C(=O)C4=C(C3=O)C=CC=C4OC)O)OC5CC(C(C(O5)C)O)NC(=O)C(F)(F)F)O. Cell line: K-562. Synergy scores: CSS=23.6, Synergy_ZIP=1.29, Synergy_Bliss=1.81, Synergy_Loewe=0.851, Synergy_HSA=1.82. (5) Drug 1: CN(C)N=NC1=C(NC=N1)C(=O)N. Drug 2: C(CC(=O)O)C(=O)CN.Cl. Cell line: SR. Synergy scores: CSS=15.7, Synergy_ZIP=2.86, Synergy_Bliss=0.877, Synergy_Loewe=1.28, Synergy_HSA=1.62. (6) Drug 1: CCN(CC)CCNC(=O)C1=C(NC(=C1C)C=C2C3=C(C=CC(=C3)F)NC2=O)C. Drug 2: CC12CCC3C(C1CCC2O)C(CC4=C3C=CC(=C4)O)CCCCCCCCCS(=O)CCCC(C(F)(F)F)(F)F. Cell line: SK-MEL-5. Synergy scores: CSS=8.39, Synergy_ZIP=-3.68, Synergy_Bliss=-2.12, Synergy_Loewe=3.17, Synergy_HSA=1.00.